From a dataset of Peptide-MHC class II binding affinity with 134,281 pairs from IEDB. Regression. Given a peptide amino acid sequence and an MHC pseudo amino acid sequence, predict their binding affinity value. This is MHC class II binding data. The peptide sequence is IKDVLKYRWLNLSAN. The MHC is DRB1_0301 with pseudo-sequence DRB1_0301. The binding affinity (normalized) is 0.387.